This data is from Reaction yield outcomes from USPTO patents with 853,638 reactions. The task is: Predict the reaction yield, written as a fraction of the theoretical maximum amount of product (1.0 means a 100% yield; for example, 0.34 means a 34% yield). (1) The reactants are [C:1](I)([C:4]([C:7]([C:10]([C:13]([C:16]([C:19]([C:22]([F:25])([F:24])[F:23])([F:21])[F:20])([F:18])[F:17])([F:15])[F:14])([F:12])[F:11])([F:9])[F:8])([F:6])[F:5])([F:3])[F:2].I[C:28]1[CH:33]=[CH:32][C:31]([C:34]([F:37])([F:36])[F:35])=[CH:30][CH:29]=1.CS(C)=O.CCOCC. The catalyst is [Cu].N1C=CC=CC=1C1C=CC=CN=1.O. The product is [F:2][C:1]([F:3])([C:28]1[CH:33]=[CH:32][C:31]([C:34]([F:37])([F:36])[F:35])=[CH:30][CH:29]=1)[C:4]([F:6])([F:5])[C:7]([F:9])([F:8])[C:10]([F:12])([F:11])[C:13]([F:15])([F:14])[C:16]([F:18])([F:17])[C:19]([F:21])([F:20])[C:22]([F:25])([F:24])[F:23]. The yield is 0.900. (2) The reactants are [Br:1][C:2]1[CH:3]=[CH:4][C:5]([NH:8][C:9]([NH2:11])=[S:10])=[N:6][CH:7]=1.Cl[CH2:13][C:14](=O)[CH2:15][O:16][C:17](=[O:19])[CH3:18].O. The yield is 0.820. The product is [Br:1][C:2]1[CH:3]=[CH:4][C:5]([NH:8][C:9]2[S:10][CH:13]=[C:14]([CH2:15][O:16][C:17](=[O:19])[CH3:18])[N:11]=2)=[N:6][CH:7]=1. The catalyst is CN(C=O)C. (3) The reactants are [NH2:1][C@H:2]1[CH2:6][CH2:5][N:4]([C:7]2[S:8][C:9]([C:13]([O:15][CH2:16][CH3:17])=[O:14])=[C:10]([CH3:12])[N:11]=2)[CH2:3]1.[Cl:18][C:19]1[N:20]=[C:21]([C:26](O)=[O:27])[NH:22][C:23]=1[CH2:24][CH3:25].CCN=C=NCCCN(C)C.Cl.ON1C2C=CC=CC=2N=N1.CN1CCOCC1. No catalyst specified. The product is [Cl:18][C:19]1[N:20]=[C:21]([C:26]([NH:1][C@H:2]2[CH2:6][CH2:5][N:4]([C:7]3[S:8][C:9]([C:13]([O:15][CH2:16][CH3:17])=[O:14])=[C:10]([CH3:12])[N:11]=3)[CH2:3]2)=[O:27])[NH:22][C:23]=1[CH2:24][CH3:25]. The yield is 0.900. (4) The reactants are [NH2:1][C:2]1[CH:10]=[CH:9][C:8]([Br:11])=[CH:7][C:3]=1[C:4]([OH:6])=[O:5].[C:12](OC(=O)C)(=O)[CH3:13]. No catalyst specified. The product is [Br:11][C:8]1[CH:9]=[CH:10][C:2]2[N:1]=[C:12]([CH3:13])[O:5][C:4](=[O:6])[C:3]=2[CH:7]=1. The yield is 0.850. (5) The reactants are [O:1]1[CH2:3][C@H:2]1[CH2:4][O:5][C:6]1[C:18]2[C:17]3[C:12](=[CH:13][CH:14]=[CH:15][CH:16]=3)[NH:11][C:10]=2[CH:9]=[CH:8][CH:7]=1.[NH2:19][CH2:20][CH2:21][CH2:22][O:23][C:24]1[CH:29]=[CH:28][C:27]([C:30]2[CH2:31][CH2:32][C:33](=[O:36])[NH:34][N:35]=2)=[CH:26][C:25]=1[Cl:37]. The catalyst is C(O)C. The product is [CH:9]1[C:10]2[NH:11][C:12]3[C:17](=[CH:16][CH:15]=[CH:14][CH:13]=3)[C:18]=2[C:6]([O:5][CH2:4][C@@H:2]([OH:1])[CH2:3][NH:19][CH2:20][CH2:21][CH2:22][O:23][C:24]2[CH:29]=[CH:28][C:27]([C:30]3[CH2:31][CH2:32][C:33](=[O:36])[NH:34][N:35]=3)=[CH:26][C:25]=2[Cl:37])=[CH:7][CH:8]=1. The yield is 0.650. (6) The catalyst is O1CCOCC1. The yield is 0.890. The product is [ClH:27].[CH3:19][C@@H:18]1[CH2:17][CH2:16][NH:15][CH2:14][C@@H:13]1[C:1]1[N:5]2[C:6]3[CH:12]=[CH:11][NH:10][C:7]=3[N:8]=[CH:9][C:4]2=[CH:3][N:2]=1. The reactants are [C:1]1([C@@H:13]2[C@H:18]([CH3:19])[CH2:17][CH2:16][N:15](C(OC(C)(C)C)=O)[CH2:14]2)[N:5]2[C:6]3[CH:12]=[CH:11][NH:10][C:7]=3[N:8]=[CH:9][C:4]2=[CH:3][N:2]=1.[ClH:27]. (7) The reactants are [CH:1]([C:4]1[CH:9]=[CH:8][C:7]([CH:10]2[C:14]3[C:15]([CH3:32])=[C:16]([NH:21][CH2:22][CH2:23][C:24]4[CH:29]=[CH:28][C:27]([O:30][CH3:31])=[CH:26][CH:25]=4)[C:17]([CH3:20])=[C:18]([CH3:19])[C:13]=3[O:12][C:11]2([CH3:34])[CH3:33])=[CH:6][CH:5]=1)([CH3:3])[CH3:2].[C:35](Cl)(=[O:37])[CH3:36].C(=O)([O-])O.[Na+]. The catalyst is CCCCCC.C(OCC)(=O)C. The product is [CH:1]([C:4]1[CH:5]=[CH:6][C:7]([CH:10]2[C:14]3[C:15]([CH3:32])=[C:16]([N:21]([CH2:22][CH2:23][C:24]4[CH:25]=[CH:26][C:27]([O:30][CH3:31])=[CH:28][CH:29]=4)[C:35](=[O:37])[CH3:36])[C:17]([CH3:20])=[C:18]([CH3:19])[C:13]=3[O:12][C:11]2([CH3:34])[CH3:33])=[CH:8][CH:9]=1)([CH3:3])[CH3:2]. The yield is 0.460. (8) The reactants are [F:1][C:2]1[CH:9]=[C:8]([OH:10])[C:7]([OH:11])=[CH:6][C:3]=1[CH:4]=[O:5].[C:12]([O-])([O-])=O.[Cs+].[Cs+].O. The catalyst is CN(C=O)C. The product is [F:1][C:2]1[C:3]([CH:4]=[O:5])=[CH:6][C:7]2[O:11][CH2:12][O:10][C:8]=2[CH:9]=1. The yield is 0.240. (9) The reactants are [Cl:1][C:2]1[CH:7]=[CH:6][C:5]([NH:8][C:9]([NH:11][C:12]2([C:18](OC)=[O:19])[CH2:17][CH2:16][CH2:15][CH2:14][CH2:13]2)=[O:10])=[C:4]([F:22])[CH:3]=1.[Li+].[OH-]. The catalyst is C1COCC1. The product is [Cl:1][C:2]1[CH:7]=[CH:6][C:5]([N:8]2[C:18](=[O:19])[C:12]3([CH2:17][CH2:16][CH2:15][CH2:14][CH2:13]3)[NH:11][C:9]2=[O:10])=[C:4]([F:22])[CH:3]=1. The yield is 0.750.